This data is from Reaction yield outcomes from USPTO patents with 853,638 reactions. The task is: Predict the reaction yield, written as a fraction of the theoretical maximum amount of product (1.0 means a 100% yield; for example, 0.34 means a 34% yield). (1) The reactants are [CH3:1][O:2][C:3]1[CH:4]=[C:5]2[C:10](=[CH:11][C:12]=1[O:13][CH3:14])[CH:9]=[N:8][C:7]([C:15]([NH:17][C:18]1[NH:22][C:21]3[CH:23]=[C:24]([O:30][CH2:31][CH3:32])[CH:25]=[C:26]([C:27]([OH:29])=O)[C:20]=3[N:19]=1)=[O:16])=[CH:6]2.CN(C(ON1N=NC2C=CC=CC1=2)=[N+](C)C)C.F[P-](F)(F)(F)(F)F.CCN(C(C)C)C(C)C.S(O)(O)(=O)=O.[NH2:71][C:72]1[NH:73][CH:74]=[CH:75][N:76]=1. The catalyst is CN(C=O)C.[Cl-].[Na+].O. The product is [CH2:31]([O:30][C:24]1[CH:25]=[C:26]([C:27](=[O:29])[NH:71][C:72]2[NH:73][CH:74]=[CH:75][N:76]=2)[C:20]2[NH:19][C:18]([NH:17][C:15]([C:7]3[N:8]=[CH:9][C:10]4[C:5]([CH:6]=3)=[CH:4][C:3]([O:2][CH3:1])=[C:12]([O:13][CH3:14])[CH:11]=4)=[O:16])=[N:22][C:21]=2[CH:23]=1)[CH3:32]. The yield is 0.470. (2) The reactants are [CH2:1]([C:5]1[O:9][N:8]=[C:7]([C:10](F)=[O:11])[C:6]=1[C:13]([F:16])([F:15])[F:14])[CH:2]([CH3:4])[CH3:3].O[N:18]=[C:19]([C:21]1[CH:38]=[CH:37][C:24]([CH2:25][N:26]2[CH2:29][CH:28]([C:30]([O:32][C:33]([CH3:36])([CH3:35])[CH3:34])=[O:31])[CH2:27]2)=[CH:23][CH:22]=1)[NH2:20].CCN(C(C)C)C(C)C. The catalyst is C(#N)C.ClCCl. The product is [CH2:1]([C:5]1[O:9][N:8]=[C:7]([C:10]2[O:11][N:20]=[C:19]([C:21]3[CH:22]=[CH:23][C:24]([CH2:25][N:26]4[CH2:27][CH:28]([C:30]([O:32][C:33]([CH3:34])([CH3:36])[CH3:35])=[O:31])[CH2:29]4)=[CH:37][CH:38]=3)[N:18]=2)[C:6]=1[C:13]([F:16])([F:15])[F:14])[CH:2]([CH3:4])[CH3:3]. The yield is 0.800. (3) The reactants are [ClH:1].[CH3:2][O:3][C:4]1[CH:5]=[CH:6][CH:7]=[C:8]2[C:12]=1[CH:11]([NH2:13])[CH2:10][CH2:9]2.S(Cl)([Cl:17])(=O)=O. The catalyst is C(O)(=O)C. The product is [Cl:1][C:7]1[CH:6]=[C:5]([Cl:17])[C:4]([O:3][CH3:2])=[C:12]2[C:8]=1[CH2:9][CH2:10][CH:11]2[NH2:13]. The yield is 0.680. (4) The reactants are [CH2:1]([O:3][C:4]([C:6]1[C:15](=[O:16])[C:14]2[C:9](=[CH:10][C:11]([F:18])=[C:12]([I:17])[CH:13]=2)[N:8]([C@H:19]([CH2:23][OH:24])[CH:20]([CH3:22])[CH3:21])[CH:7]=1)=[O:5])[CH3:2].N1C=CN=C1.[Si:30](Cl)([C:33]([CH3:36])([CH3:35])[CH3:34])([CH3:32])[CH3:31].O. The catalyst is CN(C)C=O. The product is [CH2:1]([O:3][C:4]([C:6]1[C:15](=[O:16])[C:14]2[C:9](=[CH:10][C:11]([F:18])=[C:12]([I:17])[CH:13]=2)[N:8]([C@H:19]([CH2:23][O:24][Si:30]([C:33]([CH3:36])([CH3:35])[CH3:34])([CH3:32])[CH3:31])[CH:20]([CH3:21])[CH3:22])[CH:7]=1)=[O:5])[CH3:2]. The yield is 0.920. (5) The reactants are [F:1][CH:2]([F:25])[O:3][C:4]1[CH:24]=[CH:23][C:7]2[NH:8][C:9]([S:11][CH2:12][C:13]3[C:18]([O:19][CH3:20])=[C:17]([O:21][CH3:22])[CH:16]=[CH:15][N:14]=3)=[N:10][C:6]=2[CH:5]=1.[OH-:26].[Na+].[O-]Cl.[Na+]. The catalyst is C(OCC)(=O)C. The product is [CH3:22][O:21][C:17]1[CH:16]=[CH:15][N:14]=[C:13]([CH2:12][S+:11]([O-:26])[C:9]2[NH:8][C:7]3[CH:23]=[CH:24][C:4]([O:3][CH:2]([F:1])[F:25])=[CH:5][C:6]=3[N:10]=2)[C:18]=1[O:19][CH3:20]. The yield is 0.710.